From a dataset of Forward reaction prediction with 1.9M reactions from USPTO patents (1976-2016). Predict the product of the given reaction. (1) Given the reactants Cl[S:2]([C:5]1[CH:10]=[CH:9][C:8]([C:11]2[C:20]([CH3:22])([CH3:21])[CH2:19][C:18]3[C:13](=[CH:14][CH:15]=[C:16]([C:23]([O:25][CH3:26])=[O:24])[CH:17]=3)[N:12]=2)=[CH:7][CH:6]=1)(=[O:4])=[O:3].Cl.CN.[CH:30]([N:33](CC)C(C)C)(C)C, predict the reaction product. The product is: [CH3:21][C:20]1([CH3:22])[CH2:19][C:18]2[C:13](=[CH:14][CH:15]=[C:16]([C:23]([O:25][CH3:26])=[O:24])[CH:17]=2)[N:12]=[C:11]1[C:8]1[CH:9]=[CH:10][C:5]([S:2](=[O:4])(=[O:3])[NH:33][CH3:30])=[CH:6][CH:7]=1. (2) Given the reactants Cl.[F:2][C:3]1([F:13])[CH2:7][NH:6][C@@H:5]([CH2:8][CH2:9][C:10]([OH:12])=[O:11])[CH2:4]1.Br[CH2:15][C:16]1[NH:21][C:20]([C:22]2[S:23][CH:24]=[CH:25][N:26]=2)=[N:19][C@@H:18]([C:27]2[CH:32]=[CH:31][C:30]([Cl:33])=[CH:29][C:28]=2[Cl:34])[C:17]=1[C:35]([O:37][CH2:38][CH3:39])=[O:36].C(=O)([O-])[O-].[K+].[K+], predict the reaction product. The product is: [Cl:34][C:28]1[CH:29]=[C:30]([Cl:33])[CH:31]=[CH:32][C:27]=1[C@@H:18]1[N:19]=[C:20]([C:22]2[S:23][CH:24]=[CH:25][N:26]=2)[NH:21][C:16]([CH2:15][N:6]2[CH2:7][C:3]([F:2])([F:13])[CH2:4][C@@H:5]2[CH2:8][CH2:9][C:10]([OH:12])=[O:11])=[C:17]1[C:35]([O:37][CH2:38][CH3:39])=[O:36]. (3) The product is: [Br:1][C:2]1[CH:3]=[C:4]([CH:7]=[CH:8][CH:9]=1)[CH2:5][NH:6][C:10](=[O:17])[C:11]1[CH:16]=[CH:15][CH:14]=[CH:13][CH:12]=1. Given the reactants [Br:1][C:2]1[CH:3]=[C:4]([CH:7]=[CH:8][CH:9]=1)[CH2:5][NH2:6].[C:10](Cl)(=[O:17])[C:11]1[CH:16]=[CH:15][CH:14]=[CH:13][CH:12]=1, predict the reaction product. (4) The product is: [Cl:1][C:2]1[CH:3]=[CH:4][C:5]([CH:8]2[CH2:9][CH2:10][CH:11]([NH:19][C:22](=[O:25])[O:47][C:43]([CH3:46])([CH3:45])[CH3:44])[CH2:12][CH2:13]2)=[CH:6][CH:7]=1. Given the reactants [Cl:1][C:2]1[CH:7]=[CH:6][C:5]([CH:8]2[CH2:13][CH2:12][CH:11](C(O)=O)[CH2:10][CH2:9]2)=[CH:4][CH:3]=1.C([N:19]([CH2:22]C)CC)C.P(N=[N+]=[N-])(=O)(OC1C=CC=CC=1)[O:25]C1C=CC=CC=1.[C:43]([OH:47])([CH3:46])([CH3:45])[CH3:44], predict the reaction product.